From a dataset of Reaction yield outcomes from USPTO patents with 853,638 reactions. Predict the reaction yield, written as a fraction of the theoretical maximum amount of product (1.0 means a 100% yield; for example, 0.34 means a 34% yield). (1) The reactants are C[O:2][C:3]1[C:10]([CH3:11])=[C:9]([O:12][CH3:13])[CH:8]=[CH:7][C:4]=1[CH:5]=[O:6].[Cl-].[Be+2].[Cl-].Cl. The catalyst is C1(C)C=CC=CC=1. The product is [OH:2][C:3]1[C:10]([CH3:11])=[C:9]([O:12][CH3:13])[CH:8]=[CH:7][C:4]=1[CH:5]=[O:6]. The yield is 0.990. (2) The product is [Br:15][CH2:13][C:3]1[CH:4]=[C:5]([N+:10]([O-:12])=[O:11])[C:6]([O:8][CH3:9])=[CH:7][C:2]=1[Cl:1]. The yield is 0.542. The reactants are [Cl:1][C:2]1[CH:7]=[C:6]([O:8][CH3:9])[C:5]([N+:10]([O-:12])=[O:11])=[CH:4][C:3]=1[CH2:13]O.[Br:15]P(Br)Br. The catalyst is ClCCl. (3) The reactants are [Br:1][C:2]1[N:10]2[C:5]([C:6](Cl)=[N:7][CH:8]=[N:9]2)=[CH:4][CH:3]=1.[C@@H:12]1([NH2:21])[C:20]2[C:15](=[CH:16][CH:17]=[CH:18][CH:19]=2)[CH2:14][CH2:13]1.C(N(CC)C(C)C)(C)C. The catalyst is C1COCC1. The yield is 0.790. The product is [Br:1][C:2]1[N:10]2[C:5]([C:6]([NH:21][C@@H:12]3[C:20]4[C:15](=[CH:16][CH:17]=[CH:18][CH:19]=4)[CH2:14][CH2:13]3)=[N:7][CH:8]=[N:9]2)=[CH:4][CH:3]=1. (4) The reactants are C(OC([NH:8][CH2:9][CH:10]1[CH2:15][CH2:14][N:13]([C:16]2[N:20]([CH3:21])[N:19]=[CH:18][C:17]=2[NH:22][C:23]([C:25]2[N:26]=[C:27](Br)[S:28][C:29]=2[NH:30]C(=O)OC(C)(C)C)=[O:24])[CH2:12][CH2:11]1)=O)CCC.[CH2:39]([C:41]1[CH:42]=[C:43](B(O)O)[CH:44]=[CH:45][CH:46]=1)[CH3:40]. No catalyst specified. The product is [NH2:30][C:29]1[S:28][C:27]([C:45]2[CH:44]=[CH:43][CH:42]=[C:41]([CH2:39][CH3:40])[CH:46]=2)=[N:26][C:25]=1[C:23]([NH:22][C:17]1[CH:18]=[N:19][N:20]([CH3:21])[C:16]=1[N:13]1[CH2:14][CH2:15][CH:10]([CH2:9][NH2:8])[CH2:11][CH2:12]1)=[O:24]. The yield is 0.290. (5) The reactants are [NH2:1][CH2:2][C:3]1[CH:11]=[CH:10][C:6]([C:7]([OH:9])=[O:8])=[CH:5][CH:4]=1.[OH-].[Na+].[C:14]([O:18][C:19](O[C:19]([O:18][C:14]([CH3:17])([CH3:16])[CH3:15])=[O:20])=[O:20])([CH3:17])([CH3:16])[CH3:15]. The catalyst is O1CCOCC1.O. The product is [C:14]([O:18][C:19]([NH:1][CH2:2][C:3]1[CH:4]=[CH:5][C:6]([C:7]([OH:9])=[O:8])=[CH:10][CH:11]=1)=[O:20])([CH3:17])([CH3:16])[CH3:15]. The yield is 0.470.